Dataset: Catalyst prediction with 721,799 reactions and 888 catalyst types from USPTO. Task: Predict which catalyst facilitates the given reaction. (1) Reactant: [CH3:1][CH:2]([CH3:33])[CH2:3][C@H:4]([NH:25][C:26](=[O:32])[O:27][C:28]([CH3:31])([CH3:30])[CH3:29])[CH2:5][O:6][C:7]1[C:8]([CH:23]=C)=[CH:9][C:10]2[C:19]3[C:14](=[CH:15][N:16]=[CH:17][CH:18]=3)[C:13](=[O:20])[N:12]([CH3:21])[C:11]=2[CH:22]=1.CC1C=CC=C(C)N=1.I([O-])(=O)(=O)=[O:43].[Na+]. Product: [CH:23]([C:8]1[C:7]([O:6][CH2:5][C@@H:4]([NH:25][C:26](=[O:32])[O:27][C:28]([CH3:31])([CH3:29])[CH3:30])[CH2:3][CH:2]([CH3:1])[CH3:33])=[CH:22][C:11]2[N:12]([CH3:21])[C:13](=[O:20])[C:14]3[C:19]([C:10]=2[CH:9]=1)=[CH:18][CH:17]=[N:16][CH:15]=3)=[O:43]. The catalyst class is: 785. (2) Product: [Br:1][C:2]1[N:7]=[C:6]([C:8]([N:40]2[CH2:41][CH2:42][N:37]([C:35]([C:32]3[N:33]=[CH:34][N:30]([C:26]4[CH:27]=[CH:28][CH:29]=[C:24]([Cl:23])[CH:25]=4)[N:31]=3)=[O:36])[C:38]([CH3:44])([CH3:43])[CH2:39]2)=[O:10])[CH:5]=[CH:4][CH:3]=1. Reactant: [Br:1][C:2]1[N:7]=[C:6]([C:8]([OH:10])=O)[CH:5]=[CH:4][CH:3]=1.C(N1C=CN=C1)(N1C=CN=C1)=O.[Cl:23][C:24]1[CH:25]=[C:26]([N:30]2[CH:34]=[N:33][C:32]([C:35]([N:37]3[CH2:42][CH2:41][NH:40][CH2:39][C:38]3([CH3:44])[CH3:43])=[O:36])=[N:31]2)[CH:27]=[CH:28][CH:29]=1. The catalyst class is: 1. (3) Reactant: [C:1]([O:5][C:6]([N:8]([CH2:33][C:34]1[CH:43]=[CH:42][C:37]2[O:38][CH2:39][CH2:40][O:41][C:36]=2[CH:35]=1)[CH:9]1[CH2:14][CH2:13][N:12]([CH2:15][CH2:16][N:17]2[C:26]3[C:21](=[C:22]([O:27][CH2:28][C:29](O)=[O:30])[CH:23]=[CH:24][CH:25]=3)[CH:20]=[CH:19][C:18]2=[O:32])[CH2:11][CH2:10]1)=[O:7])([CH3:4])([CH3:3])[CH3:2].Cl.CN.F[P-](F)(F)(F)(F)F.[N:54]1(O[P+](N2CCCC2)(N2CCCC2)N2CCCC2)[C:58]2C=CC=CC=2N=N1.C(N(CC)C(C)C)(C)C. Product: [C:1]([O:5][C:6](=[O:7])[N:8]([CH2:33][C:34]1[CH:43]=[CH:42][C:37]2[O:38][CH2:39][CH2:40][O:41][C:36]=2[CH:35]=1)[CH:9]1[CH2:10][CH2:11][N:12]([CH2:15][CH2:16][N:17]2[C:26]3[C:21](=[C:22]([O:27][CH2:28][C:29]([NH:54][CH3:58])=[O:30])[CH:23]=[CH:24][CH:25]=3)[CH:20]=[CH:19][C:18]2=[O:32])[CH2:13][CH2:14]1)([CH3:3])([CH3:2])[CH3:4]. The catalyst class is: 145. (4) Reactant: O/[CH:2]=[C:3]1\[C:4](=O)[CH:5]=[C:6]2[C@:11]([C:13]([O:15][CH3:16])=[O:14])([CH2:12]\1)[CH2:10][N:9]([C:17]([O:19][C:20]([CH3:23])([CH3:22])[CH3:21])=[O:18])[CH2:8][CH2:7]2.O.O.O.C([O-])(=O)C.[Na+].[C:33]1([NH:39][NH2:40])[CH:38]=[CH:37][CH:36]=[CH:35][CH:34]=1.O. Product: [C:33]1([N:39]2[C:4]3[CH:5]=[C:6]4[C@:11]([C:13]([O:15][CH3:16])=[O:14])([CH2:12][C:3]=3[CH:2]=[N:40]2)[CH2:10][N:9]([C:17]([O:19][C:20]([CH3:21])([CH3:23])[CH3:22])=[O:18])[CH2:8][CH2:7]4)[CH:38]=[CH:37][CH:36]=[CH:35][CH:34]=1. The catalyst class is: 676. (5) Reactant: [CH:1]([C:3]1[CH:12]=[CH:11][C:10]2[C:5](=[CH:6][CH:7]=[CH:8][CH:9]=2)[N:4]=1)=[CH2:2].Cl.[NH2:14][OH:15]. Product: [N:4]1[C:5]2[C:10](=[CH:9][CH:8]=[CH:7][CH:6]=2)[CH:11]=[CH:12][C:3]=1[CH2:1][CH2:2][NH:14][OH:15]. The catalyst class is: 5. (6) Reactant: C(OC(=O)[NH:7][C@@H:8]1[C:16]2[C:11](=[C:12]([C:17]3[S:18][C:19]([C:22]4[CH:27]=[CH:26][C:25]([O:28][CH:29]([CH3:31])[CH3:30])=[C:24]([C:32]#[N:33])[CH:23]=4)=[CH:20][N:21]=3)[CH:13]=[CH:14][CH:15]=2)[CH2:10][CH2:9]1)(C)(C)C.[ClH:35]. Product: [ClH:35].[NH2:7][C@@H:8]1[C:16]2[C:11](=[C:12]([C:17]3[S:18][C:19]([C:22]4[CH:27]=[CH:26][C:25]([O:28][CH:29]([CH3:31])[CH3:30])=[C:24]([CH:23]=4)[C:32]#[N:33])=[CH:20][N:21]=3)[CH:13]=[CH:14][CH:15]=2)[CH2:10][CH2:9]1. The catalyst class is: 472.